This data is from Peptide-MHC class I binding affinity with 185,985 pairs from IEDB/IMGT. The task is: Regression. Given a peptide amino acid sequence and an MHC pseudo amino acid sequence, predict their binding affinity value. This is MHC class I binding data. (1) The peptide sequence is FVKDWMDRI. The MHC is HLA-B57:01 with pseudo-sequence HLA-B57:01. The binding affinity (normalized) is 0.0847. (2) The peptide sequence is SQLSVLSSIT. The MHC is HLA-A02:01 with pseudo-sequence HLA-A02:01. The binding affinity (normalized) is 0.136. (3) The peptide sequence is NIDATSTGNY. The MHC is HLA-A30:02 with pseudo-sequence HLA-A30:02. The binding affinity (normalized) is 0.329. (4) The peptide sequence is YLISIFLHLV. The binding affinity (normalized) is 0.527. The MHC is HLA-A68:02 with pseudo-sequence HLA-A68:02. (5) The peptide sequence is KVLAARLKR. The MHC is HLA-A03:01 with pseudo-sequence HLA-A03:01. The binding affinity (normalized) is 0.404. (6) The peptide sequence is RVRAAMKPI. The MHC is HLA-B15:17 with pseudo-sequence HLA-B15:17. The binding affinity (normalized) is 0.903. (7) The peptide sequence is RASLIPDATH. The MHC is HLA-A68:01 with pseudo-sequence HLA-A68:01. The binding affinity (normalized) is 0.0864. (8) The peptide sequence is GELDRWEKI. The MHC is HLA-A11:01 with pseudo-sequence HLA-A11:01. The binding affinity (normalized) is 0.